This data is from HIV replication inhibition screening data with 41,000+ compounds from the AIDS Antiviral Screen. The task is: Binary Classification. Given a drug SMILES string, predict its activity (active/inactive) in a high-throughput screening assay against a specified biological target. (1) The drug is CC(C)(C)OC(=O)CC(NC(=O)OC(C)(C)C)C(=O)Oc1ccc([N+](=O)[O-])cc1. The result is 0 (inactive). (2) The molecule is OCC1OC(c2scc3c(=S)[nH]cnc23)C(O)C1O. The result is 0 (inactive).